This data is from NCI-60 drug combinations with 297,098 pairs across 59 cell lines. The task is: Regression. Given two drug SMILES strings and cell line genomic features, predict the synergy score measuring deviation from expected non-interaction effect. Drug 1: CN1CCC(CC1)COC2=C(C=C3C(=C2)N=CN=C3NC4=C(C=C(C=C4)Br)F)OC. Drug 2: CCC1(C2=C(COC1=O)C(=O)N3CC4=CC5=C(C=CC(=C5CN(C)C)O)N=C4C3=C2)O.Cl. Cell line: 786-0. Synergy scores: CSS=27.7, Synergy_ZIP=-1.51, Synergy_Bliss=0.645, Synergy_Loewe=-10.2, Synergy_HSA=2.16.